Dataset: Catalyst prediction with 721,799 reactions and 888 catalyst types from USPTO. Task: Predict which catalyst facilitates the given reaction. (1) Reactant: [CH2:1]([O:8][C:9]([NH:11][CH2:12][CH2:13][C:14]([NH:16][C:17]1[NH:25][C:24](=[O:26])[N:23]=[C:22]2[C:18]=1[N:19]=[CH:20][N:21]2[CH2:27][C:28]([N:30]([CH2:41][C:42]([O:44]CC)=[O:43])[CH2:31][CH2:32][NH:33][C:34]([O:36][C:37]([CH3:40])([CH3:39])[CH3:38])=[O:35])=[O:29])=[O:15])=[O:10])[C:2]1[CH:7]=[CH:6][CH:5]=[CH:4][CH:3]=1. Product: [CH2:1]([O:8][C:9]([NH:11][CH2:12][CH2:13][C:14]([NH:16][C:17]1[NH:25][C:24](=[O:26])[N:23]=[C:22]2[C:18]=1[N:19]=[CH:20][N:21]2[CH2:27][C:28]([N:30]([CH2:41][C:42]([OH:44])=[O:43])[CH2:31][CH2:32][NH:33][C:34]([O:36][C:37]([CH3:39])([CH3:40])[CH3:38])=[O:35])=[O:29])=[O:15])=[O:10])[C:2]1[CH:7]=[CH:6][CH:5]=[CH:4][CH:3]=1. The catalyst class is: 821. (2) Reactant: Cl[C:2]1[N:7]=[C:6]([NH:8][CH:9]2[CH2:11][CH2:10]2)[C:5]([Cl:12])=[CH:4][N:3]=1.[NH2:13][C:14]1[CH:15]=[C:16]([N:20]2[C:29](=[O:30])[CH2:28][CH2:27][C@H:21]2[C:22]([O:24][CH2:25][CH3:26])=[O:23])[CH:17]=[CH:18][CH:19]=1.C1(C)C=CC(S(O)(=O)=O)=CC=1.C([O-])(O)=O.[Na+]. Product: [Cl:12][C:5]1[C:6]([NH:8][CH:9]2[CH2:11][CH2:10]2)=[N:7][C:2]([NH:13][C:14]2[CH:15]=[C:16]([N:20]3[C:29](=[O:30])[CH2:28][CH2:27][C@H:21]3[C:22]([O:24][CH2:25][CH3:26])=[O:23])[CH:17]=[CH:18][CH:19]=2)=[N:3][CH:4]=1. The catalyst class is: 155. (3) Reactant: [CH2:1]([O:3][C:4]([C:6]1[NH:7][C:8]2[C:13]([CH:14]=1)=[CH:12][C:11]([C:15]1[CH:20]=[CH:19][C:18]([C:21]([F:24])([F:23])[F:22])=[CH:17][N:16]=1)=[CH:10][CH:9]=2)=[O:5])[CH3:2].C(Cl)(Cl)(Cl)[Cl:26]. Product: [CH2:1]([O:3][C:4]([C:6]1[NH:7][C:8]2[C:13]([C:14]=1[Cl:26])=[CH:12][C:11]([C:15]1[CH:20]=[CH:19][C:18]([C:21]([F:23])([F:24])[F:22])=[CH:17][N:16]=1)=[CH:10][CH:9]=2)=[O:5])[CH3:2]. The catalyst class is: 25. (4) Reactant: [Cl:1][C:2]1[N:7]=[CH:6][C:5]([NH2:8])=[C:4]([I:9])[CH:3]=1.[Si]([O:17][CH2:18][CH:19]=O)(C(C)(C)C)(C)C.FC(F)(F)C(O)=O.[BH3-]C#N.[Na+]. Product: [Cl:1][C:2]1[N:7]=[CH:6][C:5]([NH:8][CH2:19][CH2:18][OH:17])=[C:4]([I:9])[CH:3]=1. The catalyst class is: 5. (5) Product: [ClH:19].[ClH:19].[NH:4]1[C:5]([N:6]([CH2:8][CH2:9][CH2:10][NH2:11])[NH2:7])=[N:1][N:2]=[N:3]1. The catalyst class is: 5. Reactant: [NH:1]1[C:5]([N:6]([CH2:8][CH2:9][CH2:10][NH:11]C(=O)OC(C)(C)C)[NH2:7])=[N:4][N:3]=[N:2]1.[ClH:19]. (6) Reactant: N1CCCC1C(O)=O.[C:9]([CH2:11][C:12]([O:14][CH2:15][CH3:16])=[O:13])#[N:10].[C:17]1(=O)[CH2:22][CH2:21][CH2:20][CH2:19][CH2:18]1.O. Product: [C:9]([C:11](=[C:17]1[CH2:22][CH2:21][CH2:20][CH2:19][CH2:18]1)[C:12]([O:14][CH2:15][CH3:16])=[O:13])#[N:10]. The catalyst class is: 8. (7) Reactant: [NH2:1][C:2]1[N:6]([CH:7]2[CH2:12][CH2:11][CH2:10][NH:9][CH2:8]2)[N:5]=[C:4]([C:13]2[CH:18]=[CH:17][C:16]([O:19][C:20]3[CH:25]=[CH:24][CH:23]=[CH:22][CH:21]=3)=[CH:15][CH:14]=2)[C:3]=1[C:26]([NH2:28])=[O:27].C(=O)([O-])[O-].[K+].[K+].Br[CH2:36][C:37]#[N:38]. Product: [NH2:1][C:2]1[N:6]([CH:7]2[CH2:12][CH2:11][CH2:10][N:9]([CH2:36][C:37]#[N:38])[CH2:8]2)[N:5]=[C:4]([C:13]2[CH:14]=[CH:15][C:16]([O:19][C:20]3[CH:25]=[CH:24][CH:23]=[CH:22][CH:21]=3)=[CH:17][CH:18]=2)[C:3]=1[C:26]([NH2:28])=[O:27]. The catalyst class is: 35.